Dataset: Human Reference Interactome with 51,813 positive PPI pairs across 8,248 proteins, plus equal number of experimentally-validated negative pairs. Task: Binary Classification. Given two protein amino acid sequences, predict whether they physically interact or not. (1) Protein 1 (ENSG00000229972) has sequence MGSKCCKGGPDEDAVERQRRQKLLLAQLHHRKRVKAAGQIQAWWRGVLVRRTLLVAALRAWMIQCWWRTLVQRRIRQRRQALLRVYVIQEQATVKLQSCIRMWQCRQCYRQMCNALCLFQVPESSLAFQTDGFLQVQYAIPSKQPEFHIEILSI*MGSKCCKGGPDEDAVERQRRQKGLDDSVLVEDVGAETDPSAAAGPVEGLRHPGAGDGQAPVLHPHVAVPAMLPPNVQCSLLVPGPREQPCLPD*. Protein 2 (ENSG00000106123) has sequence MATEGAAQLGNRVAGMVCSLWVLLLVSSVLALEEVLLDTTGETSEIGWLTYPPGGWDEVSVLDDQRRLTRTFEACHVAGAPPGTGQDNWLQTHFVERRGAQRAHIRLHFSVRACSSLGVSGGTCRETFTLYYRQAEEPDSPDSVSSWHLKRWTKVDTIAADESFPSSSSSSSSSSSSAAWAVGPHGAGQRAGLQLNVKERSFGPLTQRGFYVAFQDTGACLALVAVRLFSYTCPAVLRSFASFPETQASGAGGASLVAAVGTCVAHAEPEEDGVGGQAGGSPPRLHCNGEGKWMVAVGGC.... Result: 0 (the proteins do not interact). (2) Protein 1 (ENSG00000167523) has sequence MVTHAAGARTFCEEQKKGSTYSVPKSKEKLMEKHSQEARQADRESEKPVDSLHPGAGTAKHPPPAASLEEKPDVKQKSSRKKVVVPQIIITRASNETLVSCSSSGSDQQRTIREPEDWGPYRRHRNPSTADAYNSHLKE*XSRSRLRGRGGVGTRACVGGGGGLTHGPFQKQRETQER*XGTRACVGGGGGLTHGPFQKQRETQER*XRRCGDPGLRRRGRWAHPWAFPKAKRNPGKVRSKRRDPPIQFQNLRRS*TPLARGPFVSRSRLRGRGGEEQKKGSTYSVPKSKEKLMEKHSQE.... Protein 2 (ENSG00000086506) has sequence MALSAEDRALVRALWKKLGSNVGVYTTEALERTFLAFPATKTYFSHLDLSPGSSQVRAHGQKVADALSLAVERLDDLPHALSALSHLHACQLRVDPASFQLLGHCLLVTLARHYPGDFSPALQASLDKFLSHVISALVSEYR*. Result: 0 (the proteins do not interact).